Dataset: Full USPTO retrosynthesis dataset with 1.9M reactions from patents (1976-2016). Task: Predict the reactants needed to synthesize the given product. (1) Given the product [CH2:8]([C:15]1([CH3:26])[C:16](=[O:18])[N:2]([CH3:1])[C:3](=[O:4])[NH:5][C:21]1=[O:23])[C:9]1[CH:10]=[CH:11][CH:12]=[CH:13][CH:14]=1, predict the reactants needed to synthesize it. The reactants are: [CH3:1][NH:2][C:3]([NH2:5])=[O:4].[H-].[Na+].[CH2:8]([C:15]([CH3:26])([C:21]([O:23]CC)=O)[C:16]([O:18]CC)=O)[C:9]1[CH:14]=[CH:13][CH:12]=[CH:11][CH:10]=1. (2) Given the product [Cl:1][C:2]1[CH:7]=[C:6]([Cl:8])[CH:5]=[CH:4][C:3]=1[CH:9]1[C:14]2=[N:15][C:16]3[CH:21]=[CH:20][CH:19]=[C:18]([N:22]([CH2:25][CH3:26])[CH2:23][CH3:24])[C:17]=3[N:13]2[CH2:12][CH2:11][CH2:10]1, predict the reactants needed to synthesize it. The reactants are: [Cl:1][C:2]1[CH:7]=[C:6]([Cl:8])[CH:5]=[CH:4][C:3]=1[C:9]1[C:14]2=[N:15][C:16]3[CH:21]=[CH:20][CH:19]=[C:18]([N:22]([CH2:25][CH3:26])[CH2:23][CH3:24])[C:17]=3[N:13]2[CH2:12][CH2:11][CH:10]=1. (3) Given the product [Br:11][CH2:12][C:13]([C:6]1[CH:7]=[CH:8][C:3]([O:2][CH3:1])=[CH:4][C:5]=1[O:9][CH3:10])=[O:14], predict the reactants needed to synthesize it. The reactants are: [CH3:1][O:2][C:3]1[CH:8]=[CH:7][CH:6]=[C:5]([O:9][CH3:10])[CH:4]=1.[Br:11][CH2:12][C:13](Br)=[O:14].[Al+3].[Cl-].[Cl-].[Cl-]. (4) Given the product [N+:10]([C:13]1[CH:14]=[C:15]([NH:16][C:2]2[N:7]=[C:6]([NH:16][C:15]3[CH:17]=[CH:18][CH:19]=[C:13]([N+:10]([O-:12])=[O:11])[CH:14]=3)[C:5]([F:9])=[CH:4][N:3]=2)[CH:17]=[CH:18][CH:19]=1)([O-:12])=[O:11], predict the reactants needed to synthesize it. The reactants are: Cl[C:2]1[N:7]=[C:6](Cl)[C:5]([F:9])=[CH:4][N:3]=1.[N+:10]([C:13]1[CH:14]=[C:15]([CH:17]=[CH:18][CH:19]=1)[NH2:16])([O-:12])=[O:11]. (5) Given the product [CH:13]1([CH2:19][NH:20][C:2]2[S:3][C:4]3[CH:10]=[C:9]([O:11][CH3:12])[CH:8]=[CH:7][C:5]=3[N:6]=2)[CH2:18][CH2:17][CH2:16][CH2:15][CH2:14]1, predict the reactants needed to synthesize it. The reactants are: Cl[C:2]1[S:3][C:4]2[CH:10]=[C:9]([O:11][CH3:12])[CH:8]=[CH:7][C:5]=2[N:6]=1.[CH:13]1([CH2:19][NH2:20])[CH2:18][CH2:17][CH2:16][CH2:15][CH2:14]1.CCN(C(C)C)C(C)C. (6) Given the product [CH:1]1([CH2:4][NH:5][C:6]([NH:7][C:8]2[CH:9]=[CH:10][C:11]([C:12]([N:34]3[CH2:35][CH2:36][N:31]([CH2:30][C:29]4[CH:38]=[CH:39][C:26]([C:20]([OH:25])([C:19]([F:18])([F:40])[F:41])[C:21]([F:24])([F:22])[F:23])=[CH:27][CH:28]=4)[C:32](=[O:37])[CH2:33]3)=[O:14])=[CH:15][CH:16]=2)=[O:17])[CH2:2][CH2:3]1, predict the reactants needed to synthesize it. The reactants are: [CH:1]1([CH2:4][NH:5][C:6](=[O:17])[NH:7][C:8]2[CH:16]=[CH:15][C:11]([C:12]([OH:14])=O)=[CH:10][CH:9]=2)[CH2:3][CH2:2]1.[F:18][C:19]([F:41])([F:40])[C:20]([C:26]1[CH:39]=[CH:38][C:29]([CH2:30][N:31]2[CH2:36][CH2:35][NH:34][CH2:33][C:32]2=[O:37])=[CH:28][CH:27]=1)([OH:25])[C:21]([F:24])([F:23])[F:22].C(N(CC)CC)C.CCCP1(OP(CCC)(=O)OP(CCC)(=O)O1)=O. (7) Given the product [NH2:14][C:9]1[CH:10]=[CH:11][CH:12]=[CH:13][C:8]=1[S:5]([NH:4][CH:1]1[CH2:3][CH2:2]1)(=[O:7])=[O:6], predict the reactants needed to synthesize it. The reactants are: [CH:1]1([NH:4][S:5]([C:8]2[CH:13]=[CH:12][CH:11]=[CH:10][C:9]=2[N+:14]([O-])=O)(=[O:7])=[O:6])[CH2:3][CH2:2]1.Cl.